Dataset: Forward reaction prediction with 1.9M reactions from USPTO patents (1976-2016). Task: Predict the product of the given reaction. (1) Given the reactants [Cl:1][C:2]1[C:7]([C:8]#[CH:9])=[C:6](/[N:10]=[N:11]/N(CC)CC)[C:5]([C:17]2[CH:22]=[CH:21][CH:20]=[C:19]([F:23])[CH:18]=2)=[C:4]([CH:24]([OH:26])[CH3:25])[CH:3]=1, predict the reaction product. The product is: [Cl:1][C:2]1[CH:3]=[C:4]([CH:24]([OH:26])[CH3:25])[C:5]([C:17]2[CH:22]=[CH:21][CH:20]=[C:19]([F:23])[CH:18]=2)=[C:6]2[C:7]=1[CH:8]=[CH:9][N:11]=[N:10]2. (2) Given the reactants [C:1]1([C:7]2[C:16]([N:17]3[CH2:22][CH2:21][CH:20]([C:23]4[CH:28]=[CH:27][C:26]([C:29]([F:32])([F:31])[F:30])=[CH:25][CH:24]=4)[CH2:19][CH2:18]3)=[N:15][C:14]3[C:9](=[CH:10][CH:11]=[C:12]([C:33]([O:35]C)=[O:34])[CH:13]=3)[N:8]=2)[CH:6]=[CH:5][CH:4]=[CH:3][CH:2]=1.[OH-].[Na+], predict the reaction product. The product is: [C:1]1([C:7]2[C:16]([N:17]3[CH2:22][CH2:21][CH:20]([C:23]4[CH:24]=[CH:25][C:26]([C:29]([F:32])([F:30])[F:31])=[CH:27][CH:28]=4)[CH2:19][CH2:18]3)=[N:15][C:14]3[C:9](=[CH:10][CH:11]=[C:12]([C:33]([OH:35])=[O:34])[CH:13]=3)[N:8]=2)[CH:6]=[CH:5][CH:4]=[CH:3][CH:2]=1. (3) Given the reactants [C:1]([O:4]/[N:5]=[C:6](/[C:8]1[CH:9]=[CH:10][C:11]([NH:14][C:15](=[O:22])[CH2:16][CH2:17][C:18]([O:20][CH3:21])=[O:19])=[N:12][CH:13]=1)\[NH2:7])(=O)[CH3:2].[F-].C([N+](CCCC)(CCCC)CCCC)CCC, predict the reaction product. The product is: [CH3:2][C:1]1[O:4][N:5]=[C:6]([C:8]2[CH:9]=[CH:10][C:11]([NH:14][C:15](=[O:22])[CH2:16][CH2:17][C:18]([O:20][CH3:21])=[O:19])=[N:12][CH:13]=2)[N:7]=1. (4) Given the reactants [Br:1][C:2]1[CH:3]=[CH:4][C:5](=[O:8])[NH:6][CH:7]=1.[CH:9]1(Br)[CH2:13][CH2:12][CH2:11][CH2:10]1, predict the reaction product. The product is: [Br:1][C:2]1[CH:3]=[CH:4][C:5]([O:8][CH:9]2[CH2:13][CH2:12][CH2:11][CH2:10]2)=[N:6][CH:7]=1. (5) Given the reactants [Si:1]([O:18][CH:19]1[CH2:22][C:21](=[CH:23][C:24]#[N:25])[CH2:20]1)([C:14]([CH3:17])([CH3:16])[CH3:15])([C:8]1[CH:13]=[CH:12][CH:11]=[CH:10][CH:9]=1)[C:2]1[CH:7]=[CH:6][CH:5]=[CH:4][CH:3]=1.[NH:26]1[CH:30]=[C:29]([C:31]2[CH:36]=[CH:35][N:34]=[C:33]3[N:37]([CH2:40][O:41][CH2:42][CH2:43][Si:44]([CH3:47])([CH3:46])[CH3:45])[CH:38]=[CH:39][C:32]=23)[CH:28]=[N:27]1.C(#N)C.N12CCCN=C1CCCCC2, predict the reaction product. The product is: [Si:1]([O:18][CH:19]1[CH2:22][C:21]([CH2:23][C:24]#[N:25])([N:26]2[CH:30]=[C:29]([C:31]3[CH:36]=[CH:35][N:34]=[C:33]4[N:37]([CH2:40][O:41][CH2:42][CH2:43][Si:44]([CH3:47])([CH3:46])[CH3:45])[CH:38]=[CH:39][C:32]=34)[CH:28]=[N:27]2)[CH2:20]1)([C:14]([CH3:17])([CH3:16])[CH3:15])([C:8]1[CH:13]=[CH:12][CH:11]=[CH:10][CH:9]=1)[C:2]1[CH:3]=[CH:4][CH:5]=[CH:6][CH:7]=1.